From a dataset of Full USPTO retrosynthesis dataset with 1.9M reactions from patents (1976-2016). Predict the reactants needed to synthesize the given product. (1) Given the product [C:1]([O:5][C:6](=[O:22])[NH:7][C:8]1[CH:13]=[C:12]([N:14]([CH3:16])[CH3:15])[C:11]([C:17]([F:20])([F:19])[F:18])=[CH:10][C:9]=1[NH:21][C:28](=[O:27])[CH2:29][C:30](=[O:50])[C:31]1[CH:36]=[CH:35][CH:34]=[C:33]([N:37]2[C:41]([CH2:42][O:43][CH:44]3[CH2:49][CH2:48][CH2:47][CH2:46][O:45]3)=[CH:40][N:39]=[N:38]2)[CH:32]=1)([CH3:4])([CH3:2])[CH3:3], predict the reactants needed to synthesize it. The reactants are: [C:1]([O:5][C:6](=[O:22])[NH:7][C:8]1[CH:13]=[C:12]([N:14]([CH3:16])[CH3:15])[C:11]([C:17]([F:20])([F:19])[F:18])=[CH:10][C:9]=1[NH2:21])([CH3:4])([CH3:3])[CH3:2].C([O:27][C:28](=O)[CH2:29][C:30](=[O:50])[C:31]1[CH:36]=[CH:35][CH:34]=[C:33]([N:37]2[C:41]([CH2:42][O:43][CH:44]3[CH2:49][CH2:48][CH2:47][CH2:46][O:45]3)=[CH:40][N:39]=[N:38]2)[CH:32]=1)(C)(C)C. (2) Given the product [CH3:1][C:2]1([CH3:42])[C:6](=[O:7])[N:5]([C:8]2[CH:13]=[CH:12][C:11]([NH:14][C:15](=[O:17])[CH3:16])=[C:10]([C:18]([F:20])([F:21])[F:19])[CH:9]=2)[C:4](=[O:22])[N:3]1[CH2:23][CH2:24][O:25][CH2:26][CH2:27][O:28][CH2:29][CH2:30][S:31]([CH2:32][CH2:33][CH2:34][C:35]([F:41])([F:40])[C:36]([F:37])([F:38])[F:39])=[O:69], predict the reactants needed to synthesize it. The reactants are: [CH3:1][C:2]1([CH3:42])[C:6](=[O:7])[N:5]([C:8]2[CH:13]=[CH:12][C:11]([NH:14][C:15](=[O:17])[CH3:16])=[C:10]([C:18]([F:21])([F:20])[F:19])[CH:9]=2)[C:4](=[O:22])[N:3]1[CH2:23][CH2:24][O:25][CH2:26][CH2:27][O:28][CH2:29][CH2:30][S:31][CH2:32][CH2:33][CH2:34][C:35]([F:41])([F:40])[C:36]([F:39])([F:38])[F:37].CC1(C)N(CCCCCCCCCSCCCC(F)(F)C(F)(F)F)C(=[O:69])N(C2C=CC([N+]([O-])=O)=C(C(F)(F)F)C=2)C1=O.